Dataset: Full USPTO retrosynthesis dataset with 1.9M reactions from patents (1976-2016). Task: Predict the reactants needed to synthesize the given product. (1) Given the product [C:1]([N:4]1[C:12]2[C:7](=[CH:8][CH:9]=[C:10]([F:13])[CH:11]=2)[C:6](=[C:20]([OH:21])[C:19]2[CH:23]=[CH:24][C:16]([I:15])=[CH:17][CH:18]=2)[C:5]1=[O:14])(=[O:3])[CH3:2], predict the reactants needed to synthesize it. The reactants are: [C:1]([N:4]1[C:12]2[C:7](=[CH:8][CH:9]=[C:10]([F:13])[CH:11]=2)[CH2:6][C:5]1=[O:14])(=[O:3])[CH3:2].[I:15][C:16]1[CH:24]=[CH:23][C:19]([C:20](O)=[O:21])=[CH:18][CH:17]=1. (2) Given the product [ClH:57].[F:21][C:18]1[CH:19]=[C:20]2[C:15]([CH:14]=[CH:13][C:12](=[O:22])[N:11]2[CH2:10][CH2:9][N:5]2[CH2:6][C@@H:7]([OH:8])[C@@H:3]([CH2:2][NH:1][CH2:34][C:32]3[CH:31]=[CH:30][C:27]4[S:28][CH2:29][C:24](=[O:23])[NH:25][C:26]=4[N:33]=3)[CH2:4]2)=[N:16][CH:17]=1, predict the reactants needed to synthesize it. The reactants are: [NH2:1][CH2:2][C@@H:3]1[C@H:7]([OH:8])[CH2:6][N:5]([CH2:9][CH2:10][N:11]2[C:20]3[C:15](=[N:16][CH:17]=[C:18]([F:21])[CH:19]=3)[CH:14]=[CH:13][C:12]2=[O:22])[CH2:4]1.[O:23]=[C:24]1[CH2:29][S:28][C:27]2[CH:30]=[CH:31][C:32]([CH:34]=O)=[N:33][C:26]=2[NH:25]1.C(=O)([O-])[O-].[Na+].[Na+].C(O[BH-](OC(=O)C)OC(=O)C)(=O)C.[Na+].C(Cl)[Cl:57]. (3) The reactants are: Cl[C:2]1[N:7]=[CH:6][CH:5]=[CH:4][N:3]=1.[CH2:8]([O:10][C:11](=[O:30])[C@H:12]([CH2:23][CH2:24][C:25]([O:27][CH2:28][CH3:29])=[O:26])[NH:13][C:14](=[O:22])[C:15]1[CH:20]=[CH:19][C:18]([NH2:21])=[CH:17][CH:16]=1)[CH3:9]. Given the product [CH2:8]([O:10][C:11](=[O:30])[CH:12]([NH:13][C:14](=[O:22])[C:15]1[CH:20]=[CH:19][C:18]([NH:21][C:2]2[N:7]=[CH:6][CH:5]=[CH:4][N:3]=2)=[CH:17][CH:16]=1)[CH2:23][CH2:24][C:25]([O:27][CH2:28][CH3:29])=[O:26])[CH3:9], predict the reactants needed to synthesize it. (4) Given the product [C:1]([O:5][C:6](=[O:19])[NH:7][CH2:8][CH2:9][CH2:10][NH:11][C:12]1[S:13][C:25]([C:24](=[O:27])[C:23]2[CH:28]=[CH:29][CH:30]=[CH:31][C:22]=2[C:21]([F:20])([F:32])[F:33])=[CH:15][N:14]=1)([CH3:2])([CH3:3])[CH3:4], predict the reactants needed to synthesize it. The reactants are: [C:1]([O:5][C:6](=[O:19])[NH:7][CH2:8][CH2:9][CH2:10][NH:11][C:12]([N:14]=[CH:15]N(C)C)=[S:13])([CH3:4])([CH3:3])[CH3:2].[F:20][C:21]([F:33])([F:32])[C:22]1[CH:31]=[CH:30][CH:29]=[CH:28][C:23]=1[C:24](=[O:27])[CH2:25]Br. (5) Given the product [I:8][C:5]1[CH:6]=[CH:7][C:2]([N:14]2[CH:15]=[C:11]([CH2:10][OH:9])[N:12]=[CH:13]2)=[CH:3][CH:4]=1, predict the reactants needed to synthesize it. The reactants are: I[C:2]1[CH:7]=[CH:6][C:5]([I:8])=[CH:4][CH:3]=1.[OH:9][CH2:10][C:11]1[N:12]=[CH:13][NH:14][CH:15]=1.OC1C=CC=C2C=1N=CC=C2.C([O-])([O-])=O.[K+].[K+]. (6) Given the product [Cl:44][C:29]1[C:30]([C:32]2[CH:33]=[CH:34][C:35]([C:38]3[CH:39]=[CH:40][CH:41]=[CH:42][CH:43]=3)=[CH:36][CH:37]=2)=[CH:31][C:17]2[N:16]=[C:15]([O:14][C@@H:11]3[CH2:12][O:13][C@H:8]([CH2:7][OH:6])[C@H:9]3[OH:10])[NH:19][C:18]=2[CH:28]=1, predict the reactants needed to synthesize it. The reactants are: C([Si]1(C(C)(C)C)[O:10][C@H:9]2[C@H:11]([O:14][C:15]3[N:19](COCC[Si](C)(C)C)[C:18]4[CH:28]=[C:29]([Cl:44])[C:30]([C:32]5[CH:37]=[CH:36][C:35]([C:38]6[CH:43]=[CH:42][CH:41]=[CH:40][CH:39]=6)=[CH:34][CH:33]=5)=[CH:31][C:17]=4[N:16]=3)[CH2:12][O:13][C@@H:8]2[CH2:7][O:6]1)(C)(C)C.C(Cl)Cl.CCCC[N+](CCCC)(CCCC)CCCC.[F-].C1COCC1. (7) Given the product [CH:1]([C:3]1[S:7][C:6]([C:8]([O:10][CH3:11])=[O:9])=[CH:5][C:4]=1[C:12]1[N:16]2[N:17]=[CH:18][CH:19]=[CH:20][C:15]2=[N:14][CH:13]=1)=[O:25], predict the reactants needed to synthesize it. The reactants are: [CH:1]([C:3]1[S:7][C:6]([C:8]([O:10][CH3:11])=[O:9])=[CH:5][C:4]=1[C:12]1[N:16]2[N:17]=[CH:18][CH:19]=[CH:20][C:15]2=[N:14][CH:13]=1)=C.C[N+]1([O-])CC[O:25]CC1.S([O-])([O-])(=O)=S.[Na+].[Na+].I([O-])(=O)(=O)=O.[Na+]. (8) Given the product [C:8]([C:4]1[N:5]=[CH:6][S:7][C:3]=1[CH2:2][S:11][C:12]1[N:17]=[C:16]([OH:18])[CH:15]=[C:14]([C:19]([F:22])([F:20])[F:21])[N:13]=1)(=[O:10])[CH3:9], predict the reactants needed to synthesize it. The reactants are: Br[CH2:2][C:3]1[S:7][CH:6]=[N:5][C:4]=1[C:8](=[O:10])[CH3:9].[SH:11][C:12]1[N:17]=[C:16]([OH:18])[CH:15]=[C:14]([C:19]([F:22])([F:21])[F:20])[N:13]=1.C(N(CC)CC)C. (9) Given the product [CH3:94][O:93][C:91](=[O:92])[CH2:90][CH2:89][S:88][C:2]1[CH:3]=[C:4]([O:28][C:29]2[CH:34]=[CH:33][CH:32]=[CH:31][CH:30]=2)[C:5]([NH:8][C:9]2[S:10][CH:11]=[C:12]([CH2:14][CH:15]3[CH2:20][CH2:19][N:18]([C:21]([O:23][C:24]([CH3:27])([CH3:26])[CH3:25])=[O:22])[CH2:17][CH2:16]3)[N:13]=2)=[N:6][CH:7]=1, predict the reactants needed to synthesize it. The reactants are: Br[C:2]1[CH:3]=[C:4]([O:28][C:29]2[CH:34]=[CH:33][CH:32]=[CH:31][CH:30]=2)[C:5]([NH:8][C:9]2[S:10][CH:11]=[C:12]([CH2:14][CH:15]3[CH2:20][CH2:19][N:18]([C:21]([O:23][C:24]([CH3:27])([CH3:26])[CH3:25])=[O:22])[CH2:17][CH2:16]3)[N:13]=2)=[N:6][CH:7]=1.C(N(C(C)C)C(C)C)C.C1(P(C2C=CC=CC=2)C2C3OC4C(=CC=CC=4P(C4C=CC=CC=4)C4C=CC=CC=4)C(CC)(CC)C=3C=CC=2)C=CC=CC=1.[SH:88][CH2:89][CH2:90][C:91]([O:93][CH3:94])=[O:92].